Dataset: Retrosynthesis with 50K atom-mapped reactions and 10 reaction types from USPTO. Task: Predict the reactants needed to synthesize the given product. (1) Given the product C[C@H](Oc1ccc(Cl)cc1-c1nnc(C(N)=O)o1)c1nnc(-c2ccccc2C(F)(F)F)n1C, predict the reactants needed to synthesize it. The reactants are: CCOC(=O)c1nnc(-c2cc(Cl)ccc2O[C@@H](C)c2nnc(-c3ccccc3C(F)(F)F)n2C)o1.N. (2) Given the product CCOc1cc(F)c(Cn2nc(-c3ncc(OCCS(C)=O)c(Nc4ccncc4)n3)c3ccccc32)c(F)c1, predict the reactants needed to synthesize it. The reactants are: CCOc1cc(F)c(Cn2nc(-c3ncc(OCCSC)c(Nc4ccncc4)n3)c3ccccc32)c(F)c1.O=S([O-])([O-])=S. (3) Given the product COc1cc(C(=O)N2CCC3(CC2)C[C@H](O[C@@H](C)CO)c2ccccc2O3)ccc1OC(C)C, predict the reactants needed to synthesize it. The reactants are: COC(=O)[C@H](C)OC1CC2(CCN(C(=O)c3ccc(OC(C)C)c(OC)c3)CC2)Oc2ccccc21.